Dataset: Reaction yield outcomes from USPTO patents with 853,638 reactions. Task: Predict the reaction yield, written as a fraction of the theoretical maximum amount of product (1.0 means a 100% yield; for example, 0.34 means a 34% yield). The reactants are [Cl:1][C:2]1[N:3]=[N:4][C:5](Cl)=[CH:6][CH:7]=1.[F:9][C:10]([F:21])([F:20])[C:11]1[CH:16]=[CH:15][CH:14]=[CH:13][C:12]=1B(O)O.C([O-])([O-])=O.[K+].[K+]. The catalyst is O1CCOCC1.O.CCOC(C)=O.C1C=CC([P]([Pd]([P](C2C=CC=CC=2)(C2C=CC=CC=2)C2C=CC=CC=2)([P](C2C=CC=CC=2)(C2C=CC=CC=2)C2C=CC=CC=2)[P](C2C=CC=CC=2)(C2C=CC=CC=2)C2C=CC=CC=2)(C2C=CC=CC=2)C2C=CC=CC=2)=CC=1. The product is [Cl:1][C:2]1[N:3]=[N:4][C:5]([C:12]2[CH:13]=[CH:14][CH:15]=[CH:16][C:11]=2[C:10]([F:21])([F:20])[F:9])=[CH:6][CH:7]=1. The yield is 0.269.